This data is from Full USPTO retrosynthesis dataset with 1.9M reactions from patents (1976-2016). The task is: Predict the reactants needed to synthesize the given product. (1) Given the product [C:11]([O:10][C:8]([NH:7][C@H:6]([C:15]([O:17][C:18]([CH3:21])([CH3:20])[CH3:19])=[O:16])[CH2:5][C@H:4]([CH2:1][CH2:2][CH2:3][OH:29])[C:22]([O:24][C:25]([CH3:28])([CH3:27])[CH3:26])=[O:23])=[O:9])([CH3:14])([CH3:13])[CH3:12], predict the reactants needed to synthesize it. The reactants are: [CH2:1]([C@H:4]([C:22]([O:24][C:25]([CH3:28])([CH3:27])[CH3:26])=[O:23])[CH2:5][C@@H:6]([C:15]([O:17][C:18]([CH3:21])([CH3:20])[CH3:19])=[O:16])[NH:7][C:8]([O:10][C:11]([CH3:14])([CH3:13])[CH3:12])=[O:9])[CH:2]=[CH2:3].[OH-:29].[Na+].OO. (2) Given the product [F:20][C:21]1[CH:26]=[C:25]([F:27])[CH:24]=[CH:23][C:22]=1[C:2]1[CH:3]=[N:4][C:5]2[N:6]([CH:8]=[C:9]([CH2:11][O:12][C:13]3[CH:14]=[N:15][C:16]([F:19])=[CH:17][CH:18]=3)[N:10]=2)[CH:7]=1, predict the reactants needed to synthesize it. The reactants are: Br[C:2]1[CH:3]=[N:4][C:5]2[N:6]([CH:8]=[C:9]([CH2:11][O:12][C:13]3[CH:14]=[N:15][C:16]([F:19])=[CH:17][CH:18]=3)[N:10]=2)[CH:7]=1.[F:20][C:21]1[CH:26]=[C:25]([F:27])[CH:24]=[CH:23][C:22]=1B(O)O.